From a dataset of Reaction yield outcomes from USPTO patents with 853,638 reactions. Predict the reaction yield, written as a fraction of the theoretical maximum amount of product (1.0 means a 100% yield; for example, 0.34 means a 34% yield). (1) The reactants are [CH2:1]([O:5][C:6]([N:8]1[CH2:12][C@H:11]([S:13]CC2C=CC(OC)=CC=2)[CH2:10][C@H:9]1[CH2:23][CH2:24][C:25]([C:27]1[CH:32]=[CH:31][C:30]([F:33])=[CH:29][CH:28]=1)=O)=[O:7])[CH2:2][CH2:3][CH3:4].C([SiH](CC)CC)C. The catalyst is C(O)(C(F)(F)F)=O. The product is [CH2:1]([O:5][C:6]([N:8]1[CH2:12][C@H:11]([SH:13])[CH2:10][C@H:9]1[CH2:23][CH2:24][CH2:25][C:27]1[CH:28]=[CH:29][C:30]([F:33])=[CH:31][CH:32]=1)=[O:7])[CH2:2][CH2:3][CH3:4]. The yield is 0.150. (2) The reactants are [Si:1]([O:8][CH2:9][CH2:10][CH2:11][C:12]([O:14][CH3:15])=[O:13])([C:4]([CH3:7])([CH3:6])[CH3:5])([CH3:3])[CH3:2].[CH3:16][N:17]([CH3:27])[CH:18](OC(C)(C)C)N(C)C. The catalyst is CN(C=O)C. The product is [Si:1]([O:8][CH2:9][CH2:10]/[C:11](=[CH:16]\[N:17]([CH3:27])[CH3:18])/[C:12]([O:14][CH3:15])=[O:13])([C:4]([CH3:7])([CH3:6])[CH3:5])([CH3:2])[CH3:3]. The yield is 0.910. (3) The reactants are [NH3:1].Cl[C:3]1[N:8]=[CH:7][N:6]=[C:5]([NH:9][C:10]2[CH:11]=[C:12]3[C:16](=[CH:17][CH:18]=2)[NH:15][CH:14]=[CH:13]3)[CH:4]=1. The catalyst is CO. The product is [NH2:1][C:3]1[N:8]=[CH:7][N:6]=[C:5]([NH:9][C:10]2[CH:11]=[C:12]3[C:16](=[CH:17][CH:18]=2)[NH:15][CH:14]=[CH:13]3)[CH:4]=1. The yield is 0.690. (4) The reactants are [Cl:1][C:2]1[N:7]=[CH:6][C:5]([CH:8]=O)=[CH:4][CH:3]=1.[NH2:10][C:11]1[CH:30]=[CH:29][CH:28]=[CH:27][C:12]=1[C:13]([NH:15][C:16]1[CH:21]=[CH:20][C:19]([CH:22]2[CH2:26][CH2:25][CH2:24][CH2:23]2)=[CH:18][CH:17]=1)=[O:14]. The catalyst is CCO. The product is [Cl:1][C:2]1[N:7]=[CH:6][C:5]([C:8]2[N:15]([C:16]3[CH:21]=[CH:20][C:19]([CH:22]4[CH2:26][CH2:25][CH2:24][CH2:23]4)=[CH:18][CH:17]=3)[C:13](=[O:14])[C:12]3[C:11](=[CH:30][CH:29]=[CH:28][CH:27]=3)[N:10]=2)=[CH:4][CH:3]=1. The yield is 0.540. (5) The reactants are C1(O[C:8](=O)[N:9](C)[CH2:10][CH2:11][N:12]2[CH2:18][CH2:17][CH2:16][CH2:15][C:14]3[CH:19]=[C:20]([NH:23][C:24]([C:26]4[S:27][CH:28]=[CH:29][CH:30]=4)=[NH:25])[CH:21]=[CH:22][C:13]2=3)C=CC=CC=1.[OH-].[Na+].O. The catalyst is C(O)C.CO.C(Cl)Cl. The product is [CH3:8][NH:9][CH2:10][CH2:11][N:12]1[CH2:18][CH2:17][CH2:16][CH2:15][C:14]2[CH:19]=[C:20]([NH:23][C:24]([C:26]3[S:27][CH:28]=[CH:29][CH:30]=3)=[NH:25])[CH:21]=[CH:22][C:13]1=2. The yield is 0.405.